Dataset: Catalyst prediction with 721,799 reactions and 888 catalyst types from USPTO. Task: Predict which catalyst facilitates the given reaction. (1) Reactant: [OH-].[Na+:2].[CH:3]1([N:7]2[CH2:13][CH2:12][C:11]3[CH:14]=[CH:15][C:16]([O:18][C:19]4[N:24]=[C:23]([C:25]([O:27]C)=[O:26])[C:22]([C:29]([O:31]C)=[O:30])=[CH:21][CH:20]=4)=[CH:17][C:10]=3[CH2:9][CH2:8]2)[CH2:6][CH2:5][CH2:4]1. Product: [CH:3]1([N:7]2[CH2:13][CH2:12][C:11]3[CH:14]=[CH:15][C:16]([O:18][C:19]4[N:24]=[C:23]([C:25]([O-:27])=[O:26])[C:22]([C:29]([O-:31])=[O:30])=[CH:21][CH:20]=4)=[CH:17][C:10]=3[CH2:9][CH2:8]2)[CH2:4][CH2:5][CH2:6]1.[Na+:2].[Na+:2]. The catalyst class is: 97. (2) Reactant: Cl.Cl.[CH3:3][O:4][C:5]1[CH:6]=[C:7]2[C:12](=[CH:13][C:14]=1[O:15][CH3:16])[N:11]=[CH:10][CH:9]=[C:8]2[O:17][C:18]1[C:19]([F:29])=[C:20]2[C:25](=[CH:26][CH:27]=1)[CH:24]=[C:23]([NH2:28])[CH:22]=[CH:21]2.[S:30]1[CH:34]=[CH:33][CH:32]=[C:31]1[C:35](O)=[O:36].CCN(C(C)C)C(C)C.C1CN([P+](ON2N=NC3C=CC=CC2=3)(N2CCCC2)N2CCCC2)CC1.F[P-](F)(F)(F)(F)F. Product: [CH3:3][O:4][C:5]1[CH:6]=[C:7]2[C:12](=[CH:13][C:14]=1[O:15][CH3:16])[N:11]=[CH:10][CH:9]=[C:8]2[O:17][C:18]1[C:19]([F:29])=[C:20]2[C:25](=[CH:26][CH:27]=1)[CH:24]=[C:23]([NH:28][C:35]([C:31]1[S:30][CH:34]=[CH:33][CH:32]=1)=[O:36])[CH:22]=[CH:21]2. The catalyst class is: 31. (3) Reactant: [Br:1][C:2]1[CH:10]=[C:9]2[C:5]([CH2:6][C:7](=[O:11])[NH:8]2)=[CH:4][CH:3]=1.[NH:12]1[CH:16]=[CH:15][CH:14]=[C:13]1[CH:17]=O.N1CCCCC1. Product: [Br:1][C:2]1[CH:10]=[C:9]2[C:5](/[C:6](=[CH:17]/[C:13]3[NH:12][CH:16]=[CH:15][CH:14]=3)/[C:7](=[O:11])[NH:8]2)=[CH:4][CH:3]=1. The catalyst class is: 5. (4) Reactant: Cl[C:2]1[C:7]([C:8]#[N:9])=[C:6]([NH:10][C:11]2[CH:16]=[C:15]([O:17][CH3:18])[CH:14]=[C:13]([O:19][CH3:20])[CH:12]=2)[N:5]=[C:4]([S:21][CH3:22])[N:3]=1.[NH4+:23].[OH-]. Product: [NH2:23][C:2]1[C:7]([C:8]#[N:9])=[C:6]([NH:10][C:11]2[CH:16]=[C:15]([O:17][CH3:18])[CH:14]=[C:13]([O:19][CH3:20])[CH:12]=2)[N:5]=[C:4]([S:21][CH3:22])[N:3]=1. The catalyst class is: 3. (5) The catalyst class is: 2. Product: [Cl:1][C:2]1[CH:3]=[CH:4][C:5]([CH2:6][S:7]([C@@H:8]2[CH2:9][O:10][C@@H:11](/[C:14](/[CH3:26])=[CH:15]/[C:16]3[CH:21]=[CH:20][C:19]([C:22]([F:24])([F:23])[F:25])=[CH:18][CH:17]=3)[O:12][CH2:13]2)=[O:37])=[CH:27][CH:28]=1. Reactant: [Cl:1][C:2]1[CH:28]=[CH:27][C:5]([CH2:6][S:7][C@@H:8]2[CH2:13][O:12][C@@H:11](/[C:14](/[CH3:26])=[CH:15]/[C:16]3[CH:21]=[CH:20][C:19]([C:22]([F:25])([F:24])[F:23])=[CH:18][CH:17]=3)[O:10][CH2:9]2)=[CH:4][CH:3]=1.ClC1C=CC=C(C(OO)=[O:37])C=1. (6) Reactant: [C:9](O[C:9]([O:11][C:12]([CH3:15])([CH3:14])[CH3:13])=[O:10])([O:11][C:12]([CH3:15])([CH3:14])[CH3:13])=[O:10].Br.[Br-].[NH2:18][CH:19]1[CH2:24][CH2:23][CH2:22][N+:21]([CH2:35][CH2:36][CH2:37][C:38]2[CH:43]=[CH:42][C:41]([OH:44])=[CH:40][CH:39]=2)([CH2:25][CH2:26][CH2:27][C:28]2[CH:33]=[CH:32][C:31]([OH:34])=[CH:30][CH:29]=2)[CH2:20]1.C(N(CC)CC)C.[Cl:52]CCl. Product: [Cl-:52].[C:12]([O:11][C:9]([NH:18][CH:19]1[CH2:24][CH2:23][CH2:22][N+:21]([CH2:25][CH2:26][CH2:27][C:28]2[CH:33]=[CH:32][C:31]([OH:34])=[CH:30][CH:29]=2)([CH2:35][CH2:36][CH2:37][C:38]2[CH:43]=[CH:42][C:41]([OH:44])=[CH:40][CH:39]=2)[CH2:20]1)=[O:10])([CH3:13])([CH3:14])[CH3:15]. The catalyst class is: 5. (7) Reactant: [Br:1][C:2]1[N:7]=[C:6]([CH:8]=[CH:9][C:10]([OH:12])=O)[CH:5]=[CH:4][CH:3]=1.Cl.[CH3:14][NH:15][O:16][CH3:17].C1C=CC2N(O)N=NC=2C=1.CCN=C=NCCCN(C)C.C(N(CC)CC)C. Product: [Br:1][C:2]1[N:7]=[C:6]([CH:8]=[CH:9][C:10]([N:15]([O:16][CH3:17])[CH3:14])=[O:12])[CH:5]=[CH:4][CH:3]=1. The catalyst class is: 4. (8) Reactant: [F:1][C:2]([F:17])([F:16])[C:3]([F:15])([F:14])[C:4]([F:13])([F:12])[C:5]([F:11])([F:10])[S:6]([O-:9])(=[O:8])=[O:7].[OH:18][C:19]1[CH:24]=[CH:23][C:22]([S+:25]([C:32]2[CH:37]=[CH:36][CH:35]=[CH:34][CH:33]=2)[C:26]2[CH:31]=[CH:30][CH:29]=[CH:28][CH:27]=2)=[CH:21][CH:20]=1.[CH2:38]([S:42](Cl)(=[O:44])=[O:43])[CH2:39][CH2:40][CH3:41].C(N(CC)CC)C.O. Product: [F:17][C:2]([F:1])([F:16])[C:3]([F:14])([F:15])[C:4]([F:12])([F:13])[C:5]([F:10])([F:11])[S:6]([O-:9])(=[O:8])=[O:7].[CH2:38]([S:42]([O:18][C:19]1[CH:24]=[CH:23][C:22]([S+:25]([C:32]2[CH:33]=[CH:34][CH:35]=[CH:36][CH:37]=2)[C:26]2[CH:31]=[CH:30][CH:29]=[CH:28][CH:27]=2)=[CH:21][CH:20]=1)(=[O:44])=[O:43])[CH2:39][CH2:40][CH3:41]. The catalyst class is: 4.